Dataset: Catalyst prediction with 721,799 reactions and 888 catalyst types from USPTO. Task: Predict which catalyst facilitates the given reaction. (1) Reactant: [CH2:1]([N:8]1[CH:13]([CH2:14][OH:15])[CH2:12][O:11][CH:10]([CH3:16])[C:9]1=[O:17])[C:2]1[CH:7]=[CH:6][CH:5]=[CH:4][CH:3]=1.[H-].[Na+].I[CH3:21]. Product: [CH2:1]([N:8]1[CH:13]([CH2:14][O:15][CH3:21])[CH2:12][O:11][CH:10]([CH3:16])[C:9]1=[O:17])[C:2]1[CH:3]=[CH:4][CH:5]=[CH:6][CH:7]=1. The catalyst class is: 9. (2) Reactant: [CH2:1]([O:8][C:9]1[CH:17]=[CH:16][C:12]([C:13]([OH:15])=O)=[CH:11][CH:10]=1)[C:2]1[CH:7]=[CH:6][CH:5]=[CH:4][CH:3]=1.[NH2:18][C:19]1[CH:20]=[C:21]([CH2:26][OH:27])[CH:22]=[CH:23][C:24]=1[CH3:25].CN(C(ON1N=NC2C=CC=NC1=2)=[N+](C)C)C.F[P-](F)(F)(F)(F)F.CCN(C(C)C)C(C)C. Product: [CH2:1]([O:8][C:9]1[CH:10]=[CH:11][C:12]([C:13]([NH:18][C:19]2[CH:20]=[C:21]([CH2:26][OH:27])[CH:22]=[CH:23][C:24]=2[CH3:25])=[O:15])=[CH:16][CH:17]=1)[C:2]1[CH:3]=[CH:4][CH:5]=[CH:6][CH:7]=1. The catalyst class is: 18. (3) Reactant: [CH2:1]([NH:3][C:4](=[O:39])[NH:5][C:6]1[CH:11]=[CH:10][C:9]([C:12]2[N:13]=[C:14]([N:33]3[CH2:38][CH2:37][O:36][CH2:35][CH2:34]3)[C:15]3[CH2:21][CH2:20][N:19]([C:22]4[N:27]=[C:26]([C:28]([O:30]C)=[O:29])[CH:25]=[C:24]([CH3:32])[N:23]=4)[CH2:18][C:16]=3[N:17]=2)=[CH:8][CH:7]=1)[CH3:2].[OH-].[Na+].Cl. Product: [CH2:1]([NH:3][C:4](=[O:39])[NH:5][C:6]1[CH:7]=[CH:8][C:9]([C:12]2[N:13]=[C:14]([N:33]3[CH2:34][CH2:35][O:36][CH2:37][CH2:38]3)[C:15]3[CH2:21][CH2:20][N:19]([C:22]4[N:27]=[C:26]([C:28]([OH:30])=[O:29])[CH:25]=[C:24]([CH3:32])[N:23]=4)[CH2:18][C:16]=3[N:17]=2)=[CH:10][CH:11]=1)[CH3:2]. The catalyst class is: 5. (4) Reactant: [Br-].[CH2:2]([P+](C1C=CC=CC=1)(C1C=CC=CC=1)C1C=CC=CC=1)[CH2:3][CH:4]([CH3:6])[CH3:5].CC(C)([O-])C.[K+].[F:32][C:33]1[CH:34]=[C:35]([N:40]2[C:45](=[O:46])[C:44]([CH2:47][CH2:48][CH:49]=O)=[C:43]([C:51]3[CH:56]=[CH:55][C:54]([S:57]([CH3:60])(=[O:59])=[O:58])=[CH:53][CH:52]=3)[CH:42]=[N:41]2)[CH:36]=[CH:37][C:38]=1[F:39]. Product: [F:32][C:33]1[CH:34]=[C:35]([N:40]2[C:45](=[O:46])[C:44]([CH2:47][CH2:48][CH:49]=[CH:2][CH2:3][CH:4]([CH3:6])[CH3:5])=[C:43]([C:51]3[CH:56]=[CH:55][C:54]([S:57]([CH3:60])(=[O:58])=[O:59])=[CH:53][CH:52]=3)[CH:42]=[N:41]2)[CH:36]=[CH:37][C:38]=1[F:39]. The catalyst class is: 11. (5) Reactant: FC(F)(F)C(O)=O.[OH:8][C:9]1[CH:14]=[CH:13][C:12]([C:15]([F:18])([F:17])[F:16])=[CH:11][C:10]=1[C:19]1[N:23]([CH:24]2[CH2:27][N:26](C(OC(C)(C)C)=O)[CH2:25]2)[N:22]=[CH:21][CH:20]=1.N.CC1C=CC(COC(NNC(C2C=NC=CN=2)=O)=O)=CC=1. Product: [NH:26]1[CH2:25][CH:24]([N:23]2[C:19]([C:10]3[CH:11]=[C:12]([C:15]([F:16])([F:17])[F:18])[CH:13]=[CH:14][C:9]=3[OH:8])=[CH:20][CH:21]=[N:22]2)[CH2:27]1. The catalyst class is: 46. (6) Reactant: [O:1]=[C:2]1[NH:7][C:6]([C:8]([NH:10][CH2:11][C:12]2[CH:17]=[CH:16][CH:15]=[C:14]([O:18][CH2:19][CH2:20][O:21][C:22]3[N:26]=[CH:25][NH:24][N:23]=3)[CH:13]=2)=[O:9])=[N:5][C:4]2[CH:27]=[N:28][N:29]([CH2:30][CH2:31][O:32][C:33]3[CH:42]=[CH:41][C:36]([C:37]([O:39]C)=[O:38])=[CH:35][CH:34]=3)[C:3]1=2.[OH-].[Na+].C1COCC1.CO. Product: [O:1]=[C:2]1[NH:7][C:6]([C:8]([NH:10][CH2:11][C:12]2[CH:17]=[CH:16][CH:15]=[C:14]([O:18][CH2:19][CH2:20][O:21][C:22]3[N:26]=[CH:25][NH:24][N:23]=3)[CH:13]=2)=[O:9])=[N:5][C:4]2[CH:27]=[N:28][N:29]([CH2:30][CH2:31][O:32][C:33]3[CH:34]=[CH:35][C:36]([C:37]([OH:39])=[O:38])=[CH:41][CH:42]=3)[C:3]1=2. The catalyst class is: 6. (7) Reactant: [CH3:1][O:2][C:3]1[CH:16]=[C:15]([O:17][CH3:18])[CH:14]=[CH:13][C:4]=1[CH2:5][NH:6][C:7]1[CH:12]=[CH:11][N:10]=[CH:9][N:8]=1.[Cl:19][C:20]1[C:21]([F:31])=[CH:22][C:23]([F:30])=[C:24]([S:26](Cl)(=[O:28])=[O:27])[CH:25]=1.N12CCN(CC1)CC2. Product: [Cl:19][C:20]1[C:21]([F:31])=[CH:22][C:23]([F:30])=[C:24]([S:26]([N:6]([CH2:5][C:4]2[CH:13]=[CH:14][C:15]([O:17][CH3:18])=[CH:16][C:3]=2[O:2][CH3:1])[C:7]2[CH:12]=[CH:11][N:10]=[CH:9][N:8]=2)(=[O:28])=[O:27])[CH:25]=1. The catalyst class is: 10. (8) Reactant: [C:1]([O:5][C:6]([N:8]1[CH2:13][CH2:12][CH2:11][CH:10]([O:14][C:15]2[CH:20]=[C:19]([N+:21]([O-:23])=[O:22])[CH:18]=[C:17]([F:24])[CH:16]=2)[CH2:9]1)=[O:7])([CH3:4])([CH3:3])[CH3:2].[H-].[Na+].FC1C=C([N+]([O-])=O)C=C(F)C=1. Product: [C:1]([O:5][C:6]([N:8]1[CH2:13][CH2:12][CH2:11][C@H:10]([O:14][C:15]2[CH:20]=[C:19]([N+:21]([O-:23])=[O:22])[CH:18]=[C:17]([F:24])[CH:16]=2)[CH2:9]1)=[O:7])([CH3:4])([CH3:2])[CH3:3]. The catalyst class is: 39. (9) Reactant: [Br:1][C:2]1[CH:10]=[C:9]2[C:5]([C:6]([CH:28]([F:30])[F:29])=[CH:7][N:8]2[S:11]([C:14]2[CH:19]=[CH:18][C:17]([O:20][CH3:21])=[C:16]([N:22]3[CH2:27][CH2:26][NH:25][CH2:24][CH2:23]3)[CH:15]=2)(=[O:13])=[O:12])=[CH:4][CH:3]=1.C([BH3-])#N.[Na+].C(O)(=O)C.CCO[C:42]1(O[Si](C)(C)C)[CH2:44][CH2:43]1. The catalyst class is: 5. Product: [Br:1][C:2]1[CH:10]=[C:9]2[C:5]([C:6]([CH:28]([F:30])[F:29])=[CH:7][N:8]2[S:11]([C:14]2[CH:19]=[CH:18][C:17]([O:20][CH3:21])=[C:16]([N:22]3[CH2:27][CH2:26][N:25]([CH:42]4[CH2:44][CH2:43]4)[CH2:24][CH2:23]3)[CH:15]=2)(=[O:13])=[O:12])=[CH:4][CH:3]=1.